From a dataset of Reaction yield outcomes from USPTO patents with 853,638 reactions. Predict the reaction yield, written as a fraction of the theoretical maximum amount of product (1.0 means a 100% yield; for example, 0.34 means a 34% yield). The catalyst is CN(C)C(=O)C.O1CCCC1. The reactants are [CH2:1]([N:3]1[CH:7]=[C:6]([C:8]([OH:10])=O)[C:5]([CH3:11])=[N:4]1)[CH3:2].CN(C)C=O.C(Cl)(=O)C(Cl)=O.[NH2:23][C:24]1[CH:25]=[C:26]([CH:43]=[CH:44][C:45]=1[Cl:46])[O:27][C:28]1[CH:29]=[CH:30][C:31]2[N:32]([CH:34]=[C:35]([NH:37][C:38]([CH:40]3[CH2:42][CH2:41]3)=[O:39])[N:36]=2)[N:33]=1. The product is [Cl:46][C:45]1[CH:44]=[CH:43][C:26]([O:27][C:28]2[CH:29]=[CH:30][C:31]3[N:32]([CH:34]=[C:35]([NH:37][C:38]([CH:40]4[CH2:42][CH2:41]4)=[O:39])[N:36]=3)[N:33]=2)=[CH:25][C:24]=1[NH:23][C:8]([C:6]1[C:5]([CH3:11])=[N:4][N:3]([CH2:1][CH3:2])[CH:7]=1)=[O:10]. The yield is 0.330.